From a dataset of Catalyst prediction with 721,799 reactions and 888 catalyst types from USPTO. Predict which catalyst facilitates the given reaction. (1) Reactant: [C:1]([NH:4][C:5]1[C:6]([CH3:23])=[C:7]2[C:11](=[CH:12][CH:13]=1)[C:10](=[O:14])[C:9](=[CH:15][C:16]1[CH:21]=[CH:20][C:19]([F:22])=[CH:18][CH:17]=1)[CH2:8]2)(=[O:3])[CH3:2]. Product: [C:1]([NH:4][C:5]1[C:6]([CH3:23])=[C:7]2[C:11](=[CH:12][CH:13]=1)[C:10](=[O:14])[CH:9]([CH2:15][C:16]1[CH:17]=[CH:18][C:19]([F:22])=[CH:20][CH:21]=1)[CH2:8]2)(=[O:3])[CH3:2]. The catalyst class is: 350. (2) Reactant: [Cl:1][CH2:2][C:3]1[CH:8]=[CH:7][CH:6]=[CH:5][C:4]=1[S:9][CH2:10][CH3:11].[OH:12]OS([O-])=O.[K+].[OH2:18]. Product: [Cl:1][CH2:2][C:3]1[CH:8]=[CH:7][CH:6]=[CH:5][C:4]=1[S:9]([CH2:10][CH3:11])(=[O:12])=[O:18]. The catalyst class is: 5. (3) Reactant: [C:1]1([CH3:19])[CH:6]=[CH:5][C:4]([S:7]([N:10]2[CH2:15][CH2:14][S:13][CH2:12][C@H:11]2[C:16]([OH:18])=[O:17])(=[O:9])=[O:8])=[CH:3][CH:2]=1.[C:20]1([C:26]2[CH:33]=[CH:32][C:29]([CH2:30]O)=[CH:28][CH:27]=2)[CH:25]=[CH:24][CH:23]=[CH:22][CH:21]=1.C1CCC(N=C=NC2CCCCC2)CC1. Product: [C:20]1([C:26]2[CH:27]=[CH:28][C:29]([CH2:30][O:17][C:16]([C@@H:11]3[CH2:12][S:13][CH2:14][CH2:15][N:10]3[S:7]([C:4]3[CH:3]=[CH:2][C:1]([CH3:19])=[CH:6][CH:5]=3)(=[O:9])=[O:8])=[O:18])=[CH:32][CH:33]=2)[CH:21]=[CH:22][CH:23]=[CH:24][CH:25]=1. The catalyst class is: 79. (4) Reactant: [Cl-].O[NH3+:3].[C:4](=[O:7])([O-])[OH:5].[Na+].CS(C)=O.[CH:13]([O:16][C:17]1[CH:22]=[CH:21][C:20]([N:23]2[C:28](=[O:29])[C:27]([CH2:30][C:31]3[CH:36]=[CH:35][C:34]([C:37]4[C:38]([C:43]#[N:44])=[CH:39][CH:40]=[CH:41][CH:42]=4)=[CH:33][CH:32]=3)=[C:26]([CH2:45][CH2:46][CH3:47])[N:25]=[C:24]2[CH3:48])=[CH:19][CH:18]=1)([CH3:15])[CH3:14]. Product: [CH:13]([O:16][C:17]1[CH:18]=[CH:19][C:20]([N:23]2[C:28](=[O:29])[C:27]([CH2:30][C:31]3[CH:36]=[CH:35][C:34]([C:37]4[CH:42]=[CH:41][CH:40]=[CH:39][C:38]=4[C:43]4[NH:3][C:4](=[O:7])[O:5][N:44]=4)=[CH:33][CH:32]=3)=[C:26]([CH2:45][CH2:46][CH3:47])[N:25]=[C:24]2[CH3:48])=[CH:21][CH:22]=1)([CH3:15])[CH3:14]. The catalyst class is: 69. (5) Reactant: [Cl:1][C:2]1[CH:7]=[CH:6][C:5]([S:8]([C:11]2([C:18]3[CH:23]=[C:22]([F:24])[CH:21]=[CH:20][C:19]=3[F:25])[CH2:16][CH2:15][C:14](=[O:17])[CH2:13][CH2:12]2)(=[O:10])=[O:9])=[CH:4][CH:3]=1.C[Si](C)(C)[N-][Si](C)(C)C.[Li+].[CH3:36][Si:37]([CH3:44])([CH3:43])[CH2:38][CH2:39][O:40][CH2:41]Cl. Product: [Cl:1][C:2]1[CH:3]=[CH:4][C:5]([S:8]([C:11]2([C:18]3[CH:23]=[C:22]([F:24])[CH:21]=[CH:20][C:19]=3[F:25])[CH2:16][CH2:15][C:14](=[O:17])[CH:13]([CH2:41][O:40][CH2:39][CH2:38][Si:37]([CH3:44])([CH3:43])[CH3:36])[CH2:12]2)(=[O:9])=[O:10])=[CH:6][CH:7]=1. The catalyst class is: 54. (6) Reactant: [N+:1]([O:4][CH2:5][CH2:6][CH2:7][CH2:8][NH:9][C:10](=[O:20])[CH2:11][NH:12]C(=O)OC(C)(C)C)([O-:3])=[O:2]. Product: [N+:1]([O-:3])([O:4][CH2:5][CH2:6][CH2:7][CH2:8][NH:9][C:10](=[O:20])[CH2:11][NH2:12])=[O:2]. The catalyst class is: 2.